Predict the reactants needed to synthesize the given product. From a dataset of Full USPTO retrosynthesis dataset with 1.9M reactions from patents (1976-2016). (1) Given the product [CH3:36][NH:32][C:26]([C:22]1[CH:21]=[C:20]2[C:25](=[CH:24][CH:23]=1)[N:17]([CH:14]1[CH2:15][CH2:16][N:11]([C:9]([O:8][CH2:1][C:2]3[CH:7]=[CH:6][CH:5]=[CH:4][CH:3]=3)=[O:10])[CH2:12][CH2:13]1)[C:18](=[O:29])[CH2:19]2)=[O:27], predict the reactants needed to synthesize it. The reactants are: [CH2:1]([O:8][C:9]([N:11]1[CH2:16][CH2:15][CH:14]([N:17]2[C:25]3[C:20](=[CH:21][C:22]([C:26](O)=[O:27])=[CH:23][CH:24]=3)[CH2:19][C:18]2=[O:29])[CH2:13][CH2:12]1)=[O:10])[C:2]1[CH:7]=[CH:6][CH:5]=[CH:4][CH:3]=1.O.O[N:32]1[C:36]2C=CC=CC=2N=N1.Cl.CN(C)CCCN=C=NCC.CN.O1CCCC1. (2) Given the product [F:17][C:18]1[CH:23]=[CH:22][CH:21]=[CH:20][C:19]=1[O:24][CH2:2][C:3]1[CH:8]=[CH:7][C:6]([C:9]2[CH:13]=[C:12]([C:14]([NH2:16])=[O:15])[O:11][N:10]=2)=[CH:5][CH:4]=1, predict the reactants needed to synthesize it. The reactants are: Br[CH2:2][C:3]1[CH:8]=[CH:7][C:6]([C:9]2[CH:13]=[C:12]([C:14]([NH2:16])=[O:15])[O:11][N:10]=2)=[CH:5][CH:4]=1.[F:17][C:18]1[CH:23]=[CH:22][CH:21]=[CH:20][C:19]=1[OH:24].C([O-])([O-])=O.[K+].[K+]. (3) Given the product [CH3:1][C:2]1[CH:7]=[CH:6][C:5]([S:8]([O:11][CH2:12][CH:13]2[CH2:17][C:16]3[CH:18]=[CH:19][CH:20]=[C:21]([C:28]4[CH:29]=[C:24]([Cl:23])[CH:25]=[CH:26][C:27]=4[Cl:30])[C:15]=3[O:14]2)(=[O:10])=[O:9])=[CH:4][CH:3]=1, predict the reactants needed to synthesize it. The reactants are: [CH3:1][C:2]1[CH:7]=[CH:6][C:5]([S:8]([O:11][CH2:12][CH:13]2[CH2:17][C:16]3[CH:18]=[CH:19][CH:20]=[C:21](Br)[C:15]=3[O:14]2)(=[O:10])=[O:9])=[CH:4][CH:3]=1.[Cl:23][C:24]1[CH:29]=[CH:28][C:27]([Cl:30])=[CH:26][C:25]=1B(O)O. (4) Given the product [Cl:25][CH2:24][CH2:23][N:8]1[C:9]2[CH:15]=[CH:14][C:13]([S:16][CH3:17])=[CH:12][C:10]=2[CH2:11][N:6]([CH:4]([CH3:3])[CH3:5])[S:7]1(=[O:19])=[O:18], predict the reactants needed to synthesize it. The reactants are: [H-].[Na+].[CH3:3][CH:4]([N:6]1[CH2:11][C:10]2[CH:12]=[C:13]([S:16][CH3:17])[CH:14]=[CH:15][C:9]=2[NH:8][S:7]1(=[O:19])=[O:18])[CH3:5].[H][H].Br[CH2:23][CH2:24][Cl:25]. (5) Given the product [CH:13]1([C:16]2[C:17](=[O:26])[CH2:18][C:19]([CH3:25])([CH3:24])[C:20]([OH:23])([C:12]#[C:11]/[C:7](/[CH3:6])=[CH:8]\[CH2:9][OH:10])[C:21]=2[CH3:22])[CH2:14][CH2:15]1, predict the reactants needed to synthesize it. The reactants are: C([Li])CCC.[CH3:6][C:7]([C:11]#[CH:12])=[CH:8][CH2:9][OH:10].[CH:13]1([C:16]2[C:17](=[O:26])[CH2:18][C:19]([CH3:25])([CH3:24])[C:20](=[O:23])[C:21]=2[CH3:22])[CH2:15][CH2:14]1.[Cl-].[NH4+].